From a dataset of Ames mutagenicity test results for genotoxicity prediction. Regression/Classification. Given a drug SMILES string, predict its toxicity properties. Task type varies by dataset: regression for continuous values (e.g., LD50, hERG inhibition percentage) or binary classification for toxic/non-toxic outcomes (e.g., AMES mutagenicity, cardiotoxicity, hepatotoxicity). Dataset: ames. The result is 0 (non-mutagenic). The compound is CCSCCOP(=S)(OC)OC.